Predict which catalyst facilitates the given reaction. From a dataset of Catalyst prediction with 721,799 reactions and 888 catalyst types from USPTO. Reactant: Br[CH2:2][CH2:3][CH2:4][CH2:5][CH2:6][CH2:7][CH2:8][CH2:9][CH2:10][CH2:11][CH:12]([C:18]([O-:20])=[O:19])[C:13]([O:15]CC)=[O:14].NC(N)=[S:23].[OH-].[Na+].Cl. Product: [SH:23][CH2:2][CH2:3][CH2:4][CH2:5][CH2:6][CH2:7][CH2:8][CH2:9][CH2:10][CH2:11][CH:12]([C:18]([OH:20])=[O:19])[C:13]([OH:15])=[O:14]. The catalyst class is: 8.